Task: Regression. Given a peptide amino acid sequence and an MHC pseudo amino acid sequence, predict their binding affinity value. This is MHC class I binding data.. Dataset: Peptide-MHC class I binding affinity with 185,985 pairs from IEDB/IMGT (1) The peptide sequence is KRFNITVSK. The MHC is HLA-B57:01 with pseudo-sequence HLA-B57:01. The binding affinity (normalized) is 0.0847. (2) The peptide sequence is SYRNFSFSL. The MHC is HLA-A32:07 with pseudo-sequence HLA-A32:07. The binding affinity (normalized) is 1.00. (3) The peptide sequence is LYSFALMLI. The MHC is HLA-B18:01 with pseudo-sequence HLA-B18:01. The binding affinity (normalized) is 0.213. (4) The peptide sequence is YLHDPLTPY. The MHC is HLA-A01:01 with pseudo-sequence HLA-A01:01. The binding affinity (normalized) is 0.196. (5) The peptide sequence is TPGPGIRYPL. The MHC is HLA-A32:01 with pseudo-sequence HLA-A32:01. The binding affinity (normalized) is 0. (6) The peptide sequence is MLDDFSAGA. The MHC is HLA-A02:01 with pseudo-sequence HLA-A02:01. The binding affinity (normalized) is 1.00. (7) The peptide sequence is LLALQQLEV. The MHC is HLA-A11:01 with pseudo-sequence HLA-A11:01. The binding affinity (normalized) is 0. (8) The peptide sequence is ITAGYNRYY. The MHC is HLA-A01:01 with pseudo-sequence HLA-A01:01. The binding affinity (normalized) is 0.419. (9) The peptide sequence is IYDYLRLLY. The MHC is HLA-B58:01 with pseudo-sequence HLA-B58:01. The binding affinity (normalized) is 0.0847.